This data is from Reaction yield outcomes from USPTO patents with 853,638 reactions. The task is: Predict the reaction yield, written as a fraction of the theoretical maximum amount of product (1.0 means a 100% yield; for example, 0.34 means a 34% yield). (1) The reactants are [O:1]1[C:5]2[CH:6]=[CH:7][C:8]([C:10]3([CH2:25][C:26](O)=[O:27])[C:18]4[C:13](=[CH:14][CH:15]=[CH:16][CH:17]=4)[N:12]([CH2:19][CH2:20][CH2:21][CH2:22][CH3:23])[C:11]3=[O:24])=[CH:9][C:4]=2[O:3][CH2:2]1.C(Cl)(=O)C(Cl)=O.[Sn](Cl)(Cl)(Cl)Cl. The catalyst is CN(C=O)C.C1(C)C=CC=CC=1.ClCCl. The product is [CH2:19]([N:12]1[C:13]2[C:18](=[CH:17][CH:16]=[CH:15][CH:14]=2)[C:10]2([C:8]3[C:7](=[CH:6][C:5]4[O:1][CH2:2][O:3][C:4]=4[CH:9]=3)[C:26](=[O:27])[CH2:25]2)[C:11]1=[O:24])[CH2:20][CH2:21][CH2:22][CH3:23]. The yield is 0.670. (2) The reactants are [CH3:1][N:2]([CH3:19])[CH2:3][CH2:4][CH2:5][N:6]1[CH2:11][CH2:10][S:9][C:8]2[CH:12]=[C:13]([N+:16]([O-])=O)[CH:14]=[CH:15][C:7]1=2.O.NN. The catalyst is CO.[Ni]. The product is [CH3:19][N:2]([CH3:1])[CH2:3][CH2:4][CH2:5][N:6]1[CH2:11][CH2:10][S:9][C:8]2[CH:12]=[C:13]([NH2:16])[CH:14]=[CH:15][C:7]1=2. The yield is 0.990. (3) The reactants are Br[C:2]1[CH:21]=[CH:20][C:5]([CH2:6][CH:7]2[CH2:12][CH2:11]C[N:9]([CH:13]3[CH2:18][CH2:17][CH2:16][CH2:15][CH2:14]3)[C:8]2=[O:19])=[C:4]([Cl:22])[CH:3]=1.[OH:23][CH:24]1[CH2:28][CH2:27][NH:26][CH2:25]1.C(=O)([O-])[O-].[K+].[K+]. The catalyst is CC(N(C)C)=O.[Cu]I. The product is [Cl:22][C:4]1[CH:3]=[C:2]([N:26]2[CH2:27][CH2:28][CH:24]([OH:23])[CH2:25]2)[CH:21]=[CH:20][C:5]=1[CH2:6][CH:7]1[CH2:12][CH2:11][N:9]([CH:13]2[CH2:14][CH2:15][CH2:16][CH2:17][CH2:18]2)[C:8]1=[O:19]. The yield is 0.190. (4) The reactants are [CH2:1]([O:3][C:4](=[O:35])[C:5]1[CH:10]=[CH:9][CH:8]=[C:7]([O:11][C:12]2[CH:17]=[C:16]([NH:18][CH2:19][CH2:20][C:21]3[CH:26]=[CH:25][C:24]([O:27][CH3:28])=[C:23]([O:29][CH3:30])[CH:22]=3)[N:15]=[C:14](S(C)(=O)=O)[N:13]=2)[CH:6]=1)C.[CH3:36][O-:37].[Na+]. The catalyst is COCCOC. The product is [CH3:1][O:3][C:4](=[O:35])[C:5]1[CH:10]=[CH:9][CH:8]=[C:7]([O:11][C:12]2[CH:17]=[C:16]([NH:18][CH2:19][CH2:20][C:21]3[CH:26]=[CH:25][C:24]([O:27][CH3:28])=[C:23]([O:29][CH3:30])[CH:22]=3)[N:15]=[C:14]([O:37][CH3:36])[N:13]=2)[CH:6]=1. The yield is 0.440. (5) The reactants are CN(C=O)C.[CH2:6]([C:13]1[CH:14]=[N:15][C:16]2[C:21]([C:22]=1[O:23][CH2:24][CH2:25][CH2:26][CH2:27][CH2:28][CH2:29]Br)=[CH:20][CH:19]=[CH:18][C:17]=2[C:31]([F:34])([F:33])[F:32])[C:7]1[CH:12]=[CH:11][CH:10]=[CH:9][CH:8]=1.C(=O)([O-])[O-].[K+].[K+].[O:41]1[C:45]2[CH:46]=[CH:47][C:48]([C:50]3([CH3:57])[NH:54][C:53](=[O:55])[NH:52][C:51]3=[O:56])=[CH:49][C:44]=2[O:43][CH2:42]1. The catalyst is O. The product is [O:41]1[C:45]2[CH:46]=[CH:47][C:48]([C:50]3([CH3:57])[NH:54][C:53](=[O:55])[N:52]([CH2:29][CH2:28][CH2:27][CH2:26][CH2:25][CH2:24][O:23][C:22]4[C:21]5[C:16](=[C:17]([C:31]([F:34])([F:33])[F:32])[CH:18]=[CH:19][CH:20]=5)[N:15]=[CH:14][C:13]=4[CH2:6][C:7]4[CH:12]=[CH:11][CH:10]=[CH:9][CH:8]=4)[C:51]3=[O:56])=[CH:49][C:44]=2[O:43][CH2:42]1. The yield is 0.490. (6) The reactants are [O:1]1[CH2:6][CH2:5][CH2:4][CH2:3][CH:2]1[N:7]1[C:15]2[C:10](=[CH:11][C:12]([C:16]3[N:20]=[CH:19][N:18]([C:21]([C:34]4[CH:39]=[CH:38][CH:37]=[CH:36][CH:35]=4)([C:28]4[CH:33]=[CH:32][CH:31]=[CH:30][CH:29]=4)[C:22]4[CH:27]=[CH:26][CH:25]=[CH:24][CH:23]=4)[N:17]=3)=[CH:13][CH:14]=2)[C:9]([C:40]2[CH:41]=[C:42]([CH:47]=[CH:48][CH:49]=2)[C:43](OC)=[O:44])=[N:8]1.O.[OH-].[Li+].[C:53]([NH2:57])([CH3:56])([CH3:55])[CH3:54].O.ON1C2C=CC=CC=2N=N1.Cl.CN(C)CCCN=C=NCC. The catalyst is O1CCCC1.O1CCCC1.O. The product is [C:53]([NH:57][C:43]([C:42]1[CH:47]=[CH:48][CH:49]=[C:40]([C:9]2[C:10]3[C:15](=[CH:14][CH:13]=[C:12]([C:16]4[N:20]=[CH:19][N:18]([C:21]([C:28]5[CH:29]=[CH:30][CH:31]=[CH:32][CH:33]=5)([C:22]5[CH:23]=[CH:24][CH:25]=[CH:26][CH:27]=5)[C:34]5[CH:35]=[CH:36][CH:37]=[CH:38][CH:39]=5)[N:17]=4)[CH:11]=3)[N:7]([CH:2]3[CH2:3][CH2:4][CH2:5][CH2:6][O:1]3)[N:8]=2)[CH:41]=1)=[O:44])([CH3:56])([CH3:55])[CH3:54]. The yield is 0.780.